This data is from Forward reaction prediction with 1.9M reactions from USPTO patents (1976-2016). The task is: Predict the product of the given reaction. Given the reactants Br[C:2]1[CH:7]=[CH:6][C:5]([C:8]2[CH:13]=[CH:12][C:11]([Br:14])=[CH:10][CH:9]=2)=[CH:4][CH:3]=1.[CH3:15][C@H:16]1[CH2:18][O:17]1.[Cl-].[NH4+], predict the reaction product. The product is: [Br:14][C:11]1[CH:12]=[CH:13][C:8]([C:5]2[CH:6]=[CH:7][C:2]([CH2:15][C@@H:16]([OH:17])[CH3:18])=[CH:3][CH:4]=2)=[CH:9][CH:10]=1.